The task is: Regression. Given two drug SMILES strings and cell line genomic features, predict the synergy score measuring deviation from expected non-interaction effect.. This data is from NCI-60 drug combinations with 297,098 pairs across 59 cell lines. Drug 1: CCN(CC)CCCC(C)NC1=C2C=C(C=CC2=NC3=C1C=CC(=C3)Cl)OC. Drug 2: B(C(CC(C)C)NC(=O)C(CC1=CC=CC=C1)NC(=O)C2=NC=CN=C2)(O)O. Cell line: SK-OV-3. Synergy scores: CSS=43.1, Synergy_ZIP=-0.776, Synergy_Bliss=1.49, Synergy_Loewe=0.103, Synergy_HSA=3.22.